From a dataset of Full USPTO retrosynthesis dataset with 1.9M reactions from patents (1976-2016). Predict the reactants needed to synthesize the given product. Given the product [CH3:28][N:24]1[C:4]2=[N:5][CH:6]=[C:7]([C:8](=[O:9])[NH:10][C:11]([NH:13][C:14]3[CH:19]=[CH:18][CH:17]=[C:16]([O:20][CH:21]([CH3:23])[CH3:22])[CH:15]=3)=[O:12])[C:2]([N:29]3[CH2:34][CH2:33][CH:32]([C:35]([O:37][CH2:38][CH3:39])=[O:36])[CH2:31][CH2:30]3)=[C:3]2[C:26]([CH3:27])=[N:25]1, predict the reactants needed to synthesize it. The reactants are: Cl[C:2]1[C:7]([C:8]([NH:10][C:11]([NH:13][C:14]2[CH:19]=[CH:18][CH:17]=[C:16]([O:20][CH:21]([CH3:23])[CH3:22])[CH:15]=2)=[O:12])=[O:9])=[CH:6][N:5]=[C:4]2[N:24]([CH3:28])[N:25]=[C:26]([CH3:27])[C:3]=12.[NH:29]1[CH2:34][CH2:33][CH:32]([C:35]([O:37][CH2:38][CH3:39])=[O:36])[CH2:31][CH2:30]1.